Dataset: Full USPTO retrosynthesis dataset with 1.9M reactions from patents (1976-2016). Task: Predict the reactants needed to synthesize the given product. (1) Given the product [CH3:1][O:2][C:3](=[O:32])[CH2:4][C@H:5]1[C:9]2[CH:10]=[CH:11][C:12]([O:14][C@H:15]3[C:23]4[C:18](=[C:19]([C:25]5[C:26]([C:41]6[CH2:46][CH2:45][O:44][CH2:43][CH:42]=6)=[N:27][CH:28]=[CH:29][CH:30]=5)[CH:20]=[CH:21][C:22]=4[F:24])[CH2:17][CH2:16]3)=[CH:13][C:8]=2[O:7][CH2:6]1.[F:24][C:22]1[CH:21]=[CH:20][C:19]([C:25]2[C:26]([C:41]3[CH2:42][CH2:43][O:44][CH2:45][CH:46]=3)=[N:27][CH:28]=[CH:29][CH:30]=2)=[C:18]2[C:23]=1[C@H:15]([O:14][C:12]1[CH:11]=[CH:10][C:9]3[C@H:5]([CH2:4][C:3]([OH:32])=[O:2])[CH2:6][O:7][C:8]=3[CH:13]=1)[CH2:16][CH2:17]2, predict the reactants needed to synthesize it. The reactants are: [CH3:1][O:2][C:3](=[O:32])[CH2:4][C@H:5]1[C:9]2[CH:10]=[CH:11][C:12]([O:14][C@H:15]3[C:23]4[C:18](=[C:19]([C:25]5[C:26](Br)=[N:27][CH:28]=[CH:29][CH:30]=5)[CH:20]=[CH:21][C:22]=4[F:24])[CH2:17][CH2:16]3)=[CH:13][C:8]=2[O:7][CH2:6]1.CC1(C)C(C)(C)OB([C:41]2[CH2:42][CH2:43][O:44][CH2:45][CH:46]=2)O1. (2) Given the product [OH:14][C@@:15]1([CH3:30])[C@@H:20]([CH3:21])[CH2:19][N:18]([C:2]2[C:7]([N+:8]([O-:10])=[O:9])=[CH:6][N:5]=[C:4]3[O:11][CH2:12][CH2:13][C:3]=23)[CH2:17][C@H:16]1[NH:22][C:23](=[O:29])[O:24][C:25]([CH3:28])([CH3:27])[CH3:26], predict the reactants needed to synthesize it. The reactants are: I[C:2]1[C:7]([N+:8]([O-:10])=[O:9])=[CH:6][N:5]=[C:4]2[O:11][CH2:12][CH2:13][C:3]=12.[OH:14][C@@:15]1([CH3:30])[C@@H:20]([CH3:21])[CH2:19][NH:18][CH2:17][C@H:16]1[NH:22][C:23](=[O:29])[O:24][C:25]([CH3:28])([CH3:27])[CH3:26].CCN(C(C)C)C(C)C. (3) Given the product [O:21]=[C:15]1[CH:14]([N:7]2[CH2:6][C:5]3[C:9](=[CH:10][CH:11]=[CH:12][C:4]=3[CH2:3][NH:2][C:26]([NH:25][CH2:22][CH2:23][CH3:24])=[O:27])[C:8]2=[O:13])[CH2:19][CH2:18][C:17](=[O:20])[NH:16]1, predict the reactants needed to synthesize it. The reactants are: Cl.[NH2:2][CH2:3][C:4]1[CH:12]=[CH:11][CH:10]=[C:9]2[C:5]=1[CH2:6][N:7]([CH:14]1[CH2:19][CH2:18][C:17](=[O:20])[NH:16][C:15]1=[O:21])[C:8]2=[O:13].[CH2:22]([N:25]=[C:26]=[O:27])[CH2:23][CH3:24]. (4) Given the product [Cl:1][C:2]1[CH:10]=[CH:9][C:5]([C:6]([NH:11][C:12]2[CH:13]=[C:14]([C:20]([N:22]3[CH2:23][CH2:24][CH:25]([C:28]4[CH:33]=[CH:32][C:31]([C:34]5[CH:35]=[N:36][N:37]([CH3:39])[CH:38]=5)=[CH:30][CH:29]=4)[CH2:26][CH2:27]3)=[O:21])[CH:15]=[CH:16][C:17]=2[CH2:18][CH3:19])=[O:7])=[CH:4][N:3]=1, predict the reactants needed to synthesize it. The reactants are: [Cl:1][C:2]1[CH:10]=[CH:9][C:5]([C:6](Cl)=[O:7])=[CH:4][N:3]=1.[NH2:11][C:12]1[CH:13]=[C:14]([C:20]([N:22]2[CH2:27][CH2:26][CH:25]([C:28]3[CH:33]=[CH:32][C:31]([C:34]4[CH:35]=[N:36][N:37]([CH3:39])[CH:38]=4)=[CH:30][CH:29]=3)[CH2:24][CH2:23]2)=[O:21])[CH:15]=[CH:16][C:17]=1[CH2:18][CH3:19].N1C=CC=CC=1. (5) Given the product [C:1]([N:8]1[CH2:12][CH2:11][C@H:10]([N:13]([CH:21]2[CH2:26][CH2:25][C:24]([CH3:28])([CH3:27])[CH2:23][CH2:22]2)[C:14](=[O:20])[C:15]([CH3:19])([CH3:18])[CH:16]=[O:17])[CH2:9]1)([O:3][C:4]([CH3:5])([CH3:6])[CH3:7])=[O:2], predict the reactants needed to synthesize it. The reactants are: [C:1]([N:8]1[CH2:12][CH2:11][C@H:10]([N:13]([CH:21]2[CH2:26][CH2:25][C:24]([CH3:28])([CH3:27])[CH2:23][CH2:22]2)[C:14](=[O:20])[C:15]([CH3:19])([CH3:18])[CH2:16][OH:17])[CH2:9]1)([O:3][C:4]([CH3:7])([CH3:6])[CH3:5])=[O:2].CC(OI1(OC(C)=O)(OC(C)=O)OC(=O)C2C=CC=CC1=2)=O. (6) Given the product [Cl:3][C:4]1[CH:13]=[CH:12][C:11]2[N:10]=[CH:9][C:8]3[C:14](=[O:15])[N:16]([CH2:17][C:18]4[CH:19]=[CH:20][C:21]([O:24][CH3:25])=[CH:22][CH:23]=4)[C:39](=[O:40])[N:26]([C:27]4[CH:28]=[CH:29][C:30]([C:33]([CH3:34])([CH3:35])[C:36]#[N:37])=[CH:31][CH:32]=4)[C:7]=3[C:6]=2[N:5]=1, predict the reactants needed to synthesize it. The reactants are: [H-].[Na+].[Cl:3][C:4]1[N:5]=[C:6]2[C:11](=[CH:12][CH:13]=1)[N:10]=[CH:9][C:8]([C:14]([NH:16][CH2:17][C:18]1[CH:23]=[CH:22][C:21]([O:24][CH3:25])=[CH:20][CH:19]=1)=[O:15])=[C:7]2[NH:26][C:27]1[CH:32]=[CH:31][C:30]([C:33]([C:36]#[N:37])([CH3:35])[CH3:34])=[CH:29][CH:28]=1.Cl[C:39](OCC)=[O:40].O.